This data is from Reaction yield outcomes from USPTO patents with 853,638 reactions. The task is: Predict the reaction yield, written as a fraction of the theoretical maximum amount of product (1.0 means a 100% yield; for example, 0.34 means a 34% yield). (1) The reactants are [CH3:1][N:2]1[CH:6]2[CH2:7][CH2:8][CH2:9][CH:5]2[NH:4][C:3]1=[O:10].[H-].[Na+].Cl[C:14]1[N:15]=[N:16][C:17]([C:20]#[C:21][C:22]2[CH:27]=[CH:26][CH:25]=[CH:24][CH:23]=2)=[CH:18][CH:19]=1. The catalyst is CN(C=O)C. The yield is 0.480. The product is [CH3:1][N:2]1[CH:6]2[CH2:7][CH2:8][CH2:9][CH:5]2[N:4]([C:14]2[N:15]=[N:16][C:17]([C:20]#[C:21][C:22]3[CH:23]=[CH:24][CH:25]=[CH:26][CH:27]=3)=[CH:18][CH:19]=2)[C:3]1=[O:10]. (2) The reactants are [Br:1][C:2]1[CH:3]=[C:4]2[C:8](=[C:9]([C:11]([OH:13])=[O:12])[CH:10]=1)[N:7]([CH3:14])[CH:6]=[C:5]2[CH:15]([CH3:17])[CH3:16].[NH2:18][CH2:19][C:20]1[C:21](=[O:27])[NH:22][CH:23]=[CH:24][C:25]=1[CH3:26].ON1C2N=CC=CC=2N=N1.C(Cl)CCl.CN1CCOCC1. The catalyst is C(Cl)(Cl)Cl.ClCCl.O.CS(C)=O. The product is [NH3:7].[CH3:11][OH:12].[Br:1][C:2]1[CH:3]=[C:4]2[C:8](=[C:9]([C:11]([NH:18][CH2:19][C:20]3[C:21](=[O:27])[NH:22][CH:23]=[CH:24][C:25]=3[CH3:26])=[O:13])[CH:10]=1)[N:7]([CH3:14])[CH:6]=[C:5]2[CH:15]([CH3:17])[CH3:16]. The yield is 0.100. (3) The reactants are CCOC(/N=N/C(OCC)=O)=O.C1(P(C2C=CC=CC=2)C2C=CC=CC=2)C=CC=CC=1.[C:32]([OH:43])(=[O:42])[CH:33]([C:36]1[CH:41]=[CH:40][CH:39]=[CH:38][CH:37]=1)[CH2:34]O. The catalyst is O1CCCC1. The product is [C:36]1([CH:33]2[CH2:34][O:43][C:32]2=[O:42])[CH:37]=[CH:38][CH:39]=[CH:40][CH:41]=1. The yield is 0.840. (4) The reactants are [CH3:1][O:2][C:3](=[O:9])[CH2:4][CH2:5][C:6]([NH2:8])=[O:7].[B-](F)(F)(F)F.CC[O+](CC)CC.N[C:23]1[CH:28]=[CH:27][C:26]([C:29]2[C:37]3[C:32](=[CH:33][C:34]([F:38])=[CH:35][CH:36]=3)[N:31]([S:39]([C:42]3[CH:47]=[CH:46][CH:45]=[CH:44][CH:43]=3)(=[O:41])=[O:40])[CH:30]=2)=[CH:25][C:24]=1O. The catalyst is ClCCCl.CO. The product is [F:38][C:34]1[CH:33]=[C:32]2[C:37]([C:29]([C:26]3[CH:25]=[CH:24][C:23]4[N:8]=[C:6]([CH2:5][CH2:4][C:3]([O:2][CH3:1])=[O:9])[O:7][C:28]=4[CH:27]=3)=[CH:30][N:31]2[S:39]([C:42]2[CH:47]=[CH:46][CH:45]=[CH:44][CH:43]=2)(=[O:40])=[O:41])=[CH:36][CH:35]=1. The yield is 0.0600.